Dataset: Reaction yield outcomes from USPTO patents with 853,638 reactions. Task: Predict the reaction yield, written as a fraction of the theoretical maximum amount of product (1.0 means a 100% yield; for example, 0.34 means a 34% yield). The reactants are [N+:1]([C:4]1[CH:9]=[CH:8][C:7]([N:10]2[CH:14]=[CH:13][N:12]([C:15]3[CH:20]=[CH:19][C:18]([O:21][C:22]([F:25])([F:24])[F:23])=[CH:17][CH:16]=3)[C:11]2=[O:26])=[CH:6][CH:5]=1)([O-])=O. The catalyst is CCO.[Pd]. The product is [NH2:1][C:4]1[CH:9]=[CH:8][C:7]([N:10]2[CH2:14][CH2:13][N:12]([C:15]3[CH:16]=[CH:17][C:18]([O:21][C:22]([F:24])([F:25])[F:23])=[CH:19][CH:20]=3)[C:11]2=[O:26])=[CH:6][CH:5]=1. The yield is 0.950.